This data is from Reaction yield outcomes from USPTO patents with 853,638 reactions. The task is: Predict the reaction yield, written as a fraction of the theoretical maximum amount of product (1.0 means a 100% yield; for example, 0.34 means a 34% yield). (1) The reactants are [Cl-].[C:2]([O:6][C:7](=[O:10])[CH2:8][Zn+])([CH3:5])([CH3:4])[CH3:3].[Br:11][C:12]1[CH:13]=[C:14]2[C:25](=[CH:26][CH:27]=1)[O:24][C:17]1[C:18]([F:23])=[N:19][C:20]([Cl:22])=[CH:21][C:16]=1/[C:15]/2=[N:28]\[S:29]([C:31]([CH3:34])([CH3:33])[CH3:32])=[O:30]. The catalyst is C1COCC1.CCOC(C)=O. The product is [Br:11][C:12]1[CH:13]=[C:14]2[C:25](=[CH:26][CH:27]=1)[O:24][C:17]1[C:18]([F:23])=[N:19][C:20]([Cl:22])=[CH:21][C:16]=1[C:15]2([CH2:8][C:7]([O:6][C:2]([CH3:5])([CH3:4])[CH3:3])=[O:10])[NH:28][S:29]([C:31]([CH3:34])([CH3:33])[CH3:32])=[O:30]. The yield is 0.591. (2) The catalyst is C(Cl)Cl. The product is [Br:1][C:2]1[C:3]([F:12])=[C:4]2[C:10]([NH:11][C:16](=[O:17])[C:15]3[CH:19]=[C:20]([CH3:23])[CH:21]=[CH:22][C:14]=3[F:13])=[CH:9][NH:8][C:5]2=[N:6][CH:7]=1. The yield is 0.630. The reactants are [Br:1][C:2]1[C:3]([F:12])=[C:4]2[C:10]([NH2:11])=[CH:9][NH:8][C:5]2=[N:6][CH:7]=1.[F:13][C:14]1[CH:22]=[CH:21][C:20]([CH3:23])=[CH:19][C:15]=1[C:16](O)=[O:17].C1N(P(Cl)(N2C(=O)OCC2)=O)C(=O)OC1.C(N(CC)CC)C. (3) The reactants are [H-].[Na+].[CH3:3][C:4]1([CH2:16][OH:17])[CH2:8][C:7]2[C:9]([CH3:15])=[CH:10][C:11]([CH3:14])=[C:12]([CH3:13])[C:6]=2[O:5]1.[CH3:18]I.[Cl-].[NH4+]. The catalyst is C(OCC)(=O)C.C1COCC1. The product is [CH3:18][O:17][CH2:16][C:4]1([CH3:3])[CH2:8][C:7]2[C:9]([CH3:15])=[CH:10][C:11]([CH3:14])=[C:12]([CH3:13])[C:6]=2[O:5]1. The yield is 0.660. (4) The reactants are [CH:1]([Mg]Cl)=[CH2:2].[N:5]1[CH:10]=[CH:9][CH:8]=[C:7](/[CH:11]=[N:12]/[CH2:13][CH:14]=[CH2:15])[CH:6]=1. No catalyst specified. The product is [CH2:13]([NH:12][CH:11]([C:7]1[CH:6]=[N:5][CH:10]=[CH:9][CH:8]=1)[CH:1]=[CH2:2])[CH:14]=[CH2:15]. The yield is 0.870. (5) The reactants are [Br:1][C:2]1[CH:10]=[C:9]2[C:5]([C:6]([C:15]([C:21]3[CH:22]=[C:23]4[C:27](=[CH:28][CH:29]=3)[N:26]([C:30]3[CH:35]=[CH:34][C:33]([F:36])=[CH:32][CH:31]=3)[N:25]=[CH:24]4)([OH:20])[C:16]([F:19])([F:18])[F:17])=[CH:7][N:8]2[CH2:11][C:12](O)=[O:13])=[CH:4][CH:3]=1.[CH2:37]([N:39](CC)CC)C.F[P-](F)(F)(F)(F)F.N1(O[P+](N2CCCC2)(N2CCCC2)N2CCCC2)C2C=CC=CC=2N=N1.CN. The catalyst is CN(C=O)C. The product is [Br:1][C:2]1[CH:10]=[C:9]2[C:5]([C:6]([C:15]([C:21]3[CH:22]=[C:23]4[C:27](=[CH:28][CH:29]=3)[N:26]([C:30]3[CH:35]=[CH:34][C:33]([F:36])=[CH:32][CH:31]=3)[N:25]=[CH:24]4)([OH:20])[C:16]([F:17])([F:19])[F:18])=[CH:7][N:8]2[CH2:11][C:12]([NH:39][CH3:37])=[O:13])=[CH:4][CH:3]=1. The yield is 0.150.